Dataset: Forward reaction prediction with 1.9M reactions from USPTO patents (1976-2016). Task: Predict the product of the given reaction. (1) Given the reactants Br[C:2]1[C:11]2[O:10][CH2:9][CH2:8][N:7]([C:12]([O:14][C:15]([CH3:18])([CH3:17])[CH3:16])=[O:13])[CH2:6][C:5]=2[S:4][CH:3]=1.[CH:19]1(B(O)O)[CH2:21][CH2:20]1.CC(C)([O-])C.[K+].C1(P(C2CCCCC2)C2CCCCC2)CCCCC1, predict the reaction product. The product is: [CH:19]1([C:2]2[C:11]3[O:10][CH2:9][CH2:8][N:7]([C:12]([O:14][C:15]([CH3:18])([CH3:17])[CH3:16])=[O:13])[CH2:6][C:5]=3[S:4][CH:3]=2)[CH2:21][CH2:20]1. (2) Given the reactants [Br:1][C:2]1[CH:7]=[CH:6][C:5](O)=[C:4]([C:9]2[N:10]=[C:11]3[CH:16]=[CH:15][CH:14]=[CH:13][N:12]3[C:17]=2[CH2:18][OH:19])[CH:3]=1.O, predict the reaction product. The product is: [Br:1][C:2]1[CH:3]=[C:4]2[C:9]3[N:10]=[C:11]4[CH:16]=[CH:15][CH:14]=[CH:13][N:12]4[C:17]=3[CH2:18][O:19][C:5]2=[CH:6][CH:7]=1. (3) Given the reactants [Cl:1][C:2]1[C:7]([CH2:8][N:9]([CH2:20][C:21]2[CH:22]=[C:23]([CH:35]=[CH:36][CH:37]=2)[CH2:24][N:25]2[CH:29]([C:30](O)=[O:31])[CH2:28][CH2:27][S:26]2(=[O:34])=[O:33])[C@H:10]([CH2:16][N:17]([CH3:19])[CH3:18])[CH2:11][C:12]([CH3:15])([CH3:14])[CH3:13])=[C:6]([F:38])[C:5]([O:39][CH3:40])=[CH:4][CH:3]=1.[C:41]12([NH2:51])[CH2:50][CH:45]3[CH2:46][CH:47]([CH2:49][CH:43]([CH2:44]3)[CH2:42]1)[CH2:48]2, predict the reaction product. The product is: [C:41]12([NH:51][C:30]([C@H:29]3[CH2:28][CH2:27][S:26](=[O:33])(=[O:34])[N:25]3[CH2:24][C:23]3[CH:35]=[CH:36][CH:37]=[C:21]([CH2:20][N:9]([CH2:8][C:7]4[C:2]([Cl:1])=[CH:3][CH:4]=[C:5]([O:39][CH3:40])[C:6]=4[F:38])[C@H:10]([CH2:16][N:17]([CH3:19])[CH3:18])[CH2:11][C:12]([CH3:14])([CH3:15])[CH3:13])[CH:22]=3)=[O:31])[CH2:48][CH:47]3[CH2:46][CH:45]([CH2:44][CH:43]([CH2:49]3)[CH2:42]1)[CH2:50]2.